Dataset: Full USPTO retrosynthesis dataset with 1.9M reactions from patents (1976-2016). Task: Predict the reactants needed to synthesize the given product. (1) Given the product [Cl:12][CH2:2][C:3]1[N:7]([CH3:8])[C:6](=[O:9])[NH:5][N:4]=1, predict the reactants needed to synthesize it. The reactants are: O[CH2:2][C:3]1[N:7]([CH3:8])[C:6](=[O:9])[NH:5][N:4]=1.O=S(Cl)[Cl:12]. (2) Given the product [CH3:1][C:2]1([CH3:28])[CH2:11][CH2:10][C:9]([CH3:12])([CH3:13])[C:8]2[CH:7]=[C:6]([Se:14][C:15]#[C:16][C:17]3[CH:27]=[CH:26][C:20]([C:21]([OH:23])=[O:22])=[CH:19][N:18]=3)[CH:5]=[CH:4][C:3]1=2, predict the reactants needed to synthesize it. The reactants are: [CH3:1][C:2]1([CH3:28])[CH2:11][CH2:10][C:9]([CH3:13])([CH3:12])[C:8]2[CH:7]=[C:6]([Se:14][C:15]#[C:16][C:17]3[CH:27]=[CH:26][C:20]([C:21]([O:23]CC)=[O:22])=[CH:19][N:18]=3)[CH:5]=[CH:4][C:3]1=2.CCCCCCC.